From a dataset of Catalyst prediction with 721,799 reactions and 888 catalyst types from USPTO. Predict which catalyst facilitates the given reaction. (1) Reactant: [C:1]1(=[O:7])[O:6][C:4](=[O:5])[CH2:3][CH2:2]1.[CH3:8][C@H:9]1[CH2:14][C@@H:13]([OH:15])[C@H:12]([CH:16]([CH3:18])[CH3:17])[CH2:11][CH2:10]1. Product: [C:4]([O:6][CH:11]1[CH:12]([CH:16]([CH3:18])[CH3:17])[CH2:13][CH2:14][CH:9]([CH3:8])[CH2:10]1)(=[O:5])[CH2:3][CH2:2][C:1]([O:15][CH:13]1[CH:12]([CH:16]([CH3:18])[CH3:17])[CH2:11][CH2:10][CH:9]([CH3:8])[CH2:14]1)=[O:7]. The catalyst class is: 626. (2) Reactant: [Br:1][C:2]1[C:3]([CH3:10])=[C:4]([Cl:9])[C:5]([CH3:8])=[N:6][CH:7]=1.ClC1C=C(C=CC=1)C(OO)=[O:16]. Product: [Br:1][C:2]1[C:3]([CH3:10])=[C:4]([Cl:9])[C:5]([CH3:8])=[N+:6]([O-:16])[CH:7]=1. The catalyst class is: 4. (3) Reactant: [Br:1][C:2]1[C:3](F)=[C:4]2[C:10]([NH:11][C:12](=[O:22])[C:13]3[CH:18]=[CH:17][C:16]([O:19][CH3:20])=[C:15]([F:21])[CH:14]=3)=[CH:9][NH:8][C:5]2=[N:6][CH:7]=1.[NH:24]1[CH2:29][CH2:28][CH2:27][C@@H:26]([NH:30][C:31](=[O:37])[O:32][C:33]([CH3:36])([CH3:35])[CH3:34])[CH2:25]1. Product: [Br:1][C:2]1[C:3]([N:24]2[CH2:29][CH2:28][CH2:27][C@@H:26]([NH:30][C:31](=[O:37])[O:32][C:33]([CH3:35])([CH3:34])[CH3:36])[CH2:25]2)=[C:4]2[C:10]([NH:11][C:12](=[O:22])[C:13]3[CH:18]=[CH:17][C:16]([O:19][CH3:20])=[C:15]([F:21])[CH:14]=3)=[CH:9][NH:8][C:5]2=[N:6][CH:7]=1. The catalyst class is: 114.